This data is from Catalyst prediction with 721,799 reactions and 888 catalyst types from USPTO. The task is: Predict which catalyst facilitates the given reaction. (1) Reactant: [ClH:1].[CH3:2][C:3]1[N:4]=[C:5]2[N:14]3[C:9]([CH2:10][N:11]([CH2:15][CH2:16][CH2:17][CH2:18][NH:19][S:20]([C:23]([F:26])([F:25])[F:24])(=[O:22])=[O:21])[CH2:12][C:13]=13)=[CH:8][CH:7]=[CH:6]2. Product: [ClH:1].[ClH:1].[CH3:2][C:3]1[N:4]=[C:5]2[N:14]3[C:9]([CH2:10][N:11]([CH2:15][CH2:16][CH2:17][CH2:18][NH:19][S:20]([C:23]([F:26])([F:25])[F:24])(=[O:21])=[O:22])[CH2:12][C:13]=13)=[CH:8][CH:7]=[CH:6]2. The catalyst class is: 8. (2) Reactant: [CH2:1]([O:8][C:9]1[C:10]([F:18])=[C:11]2[C:15](=[CH:16][CH:17]=1)[NH:14][CH:13]=[CH:12]2)[C:2]1[CH:7]=[CH:6][CH:5]=[CH:4][CH:3]=1.[CH3:19][C:20]([O:23][C:24](O[C:24]([O:23][C:20]([CH3:22])([CH3:21])[CH3:19])=[O:25])=[O:25])([CH3:22])[CH3:21]. Product: [CH2:1]([O:8][C:9]1[C:10]([F:18])=[C:11]2[C:15](=[CH:16][CH:17]=1)[N:14]([C:24]([O:23][C:20]([CH3:22])([CH3:21])[CH3:19])=[O:25])[CH:13]=[CH:12]2)[C:2]1[CH:3]=[CH:4][CH:5]=[CH:6][CH:7]=1. The catalyst class is: 154. (3) Reactant: [Br:1][C:2]1[CH:3]=[CH:4][C:5]([OH:11])=[C:6]([C:8](=[O:10])[CH3:9])[CH:7]=1.[CH3:12][N:13]1[CH2:18][CH2:17][C:16](=O)[CH2:15][CH2:14]1.N1CCCC1. Product: [Br:1][C:2]1[CH:7]=[C:6]2[C:5](=[CH:4][CH:3]=1)[O:11][C:16]1([CH2:17][CH2:18][N:13]([CH3:12])[CH2:14][CH2:15]1)[CH2:9][C:8]2=[O:10]. The catalyst class is: 5. (4) Reactant: [Cl:1][C:2]1[CH:7]=[CH:6][C:5]([C@H:8]([C:21]([N:23]2[CH2:28][CH2:27][N:26]([C:29]3[C:30]4[C@H:37]([CH3:38])[CH2:36][C@@H:35]([OH:39])[C:31]=4[N:32]=[CH:33][N:34]=3)[CH2:25][CH2:24]2)=[O:22])[CH2:9][N:10]([CH:18]([CH3:20])[CH3:19])C(=O)OC(C)(C)C)=[CH:4][CH:3]=1.Cl.CCOCC. Product: [Cl:1][C:2]1[CH:7]=[CH:6][C:5]([C@@H:8]([CH2:9][NH:10][CH:18]([CH3:20])[CH3:19])[C:21]([N:23]2[CH2:24][CH2:25][N:26]([C:29]3[C:30]4[C@H:37]([CH3:38])[CH2:36][C@@H:35]([OH:39])[C:31]=4[N:32]=[CH:33][N:34]=3)[CH2:27][CH2:28]2)=[O:22])=[CH:4][CH:3]=1. The catalyst class is: 169.